This data is from NCI-60 drug combinations with 297,098 pairs across 59 cell lines. The task is: Regression. Given two drug SMILES strings and cell line genomic features, predict the synergy score measuring deviation from expected non-interaction effect. (1) Drug 1: CCC1(CC2CC(C3=C(CCN(C2)C1)C4=CC=CC=C4N3)(C5=C(C=C6C(=C5)C78CCN9C7C(C=CC9)(C(C(C8N6C=O)(C(=O)OC)O)OC(=O)C)CC)OC)C(=O)OC)O.OS(=O)(=O)O. Drug 2: C1CCC(C(C1)N)N.C(=O)(C(=O)[O-])[O-].[Pt+4]. Cell line: HCT-15. Synergy scores: CSS=34.8, Synergy_ZIP=-3.59, Synergy_Bliss=-4.06, Synergy_Loewe=-4.67, Synergy_HSA=-5.70. (2) Synergy scores: CSS=36.8, Synergy_ZIP=-2.24, Synergy_Bliss=0.902, Synergy_Loewe=-6.18, Synergy_HSA=5.23. Drug 2: C1CN(CCN1C(=O)CCBr)C(=O)CCBr. Cell line: DU-145. Drug 1: CC1CCC2CC(C(=CC=CC=CC(CC(C(=O)C(C(C(=CC(C(=O)CC(OC(=O)C3CCCCN3C(=O)C(=O)C1(O2)O)C(C)CC4CCC(C(C4)OC)OCCO)C)C)O)OC)C)C)C)OC. (3) Drug 1: C1=CC(=CC=C1C#N)C(C2=CC=C(C=C2)C#N)N3C=NC=N3. Drug 2: C1=NC2=C(N=C(N=C2N1C3C(C(C(O3)CO)O)F)Cl)N. Cell line: KM12. Synergy scores: CSS=-1.86, Synergy_ZIP=2.27, Synergy_Bliss=2.81, Synergy_Loewe=-9.59, Synergy_HSA=-4.58. (4) Drug 1: CC1OCC2C(O1)C(C(C(O2)OC3C4COC(=O)C4C(C5=CC6=C(C=C35)OCO6)C7=CC(=C(C(=C7)OC)O)OC)O)O. Drug 2: C1CNP(=O)(OC1)N(CCCl)CCCl. Cell line: OVCAR-5. Synergy scores: CSS=17.5, Synergy_ZIP=-4.97, Synergy_Bliss=-1.95, Synergy_Loewe=-12.9, Synergy_HSA=-1.10. (5) Drug 1: CC1=C2C(C(=O)C3(C(CC4C(C3C(C(C2(C)C)(CC1OC(=O)C(C(C5=CC=CC=C5)NC(=O)C6=CC=CC=C6)O)O)OC(=O)C7=CC=CC=C7)(CO4)OC(=O)C)O)C)OC(=O)C. Drug 2: C#CCC(CC1=CN=C2C(=N1)C(=NC(=N2)N)N)C3=CC=C(C=C3)C(=O)NC(CCC(=O)O)C(=O)O. Cell line: SF-539. Synergy scores: CSS=41.2, Synergy_ZIP=-1.13, Synergy_Bliss=-3.29, Synergy_Loewe=-3.43, Synergy_HSA=-2.08. (6) Drug 1: CCN(CC)CCNC(=O)C1=C(NC(=C1C)C=C2C3=C(C=CC(=C3)F)NC2=O)C. Drug 2: CN1C2=C(C=C(C=C2)N(CCCl)CCCl)N=C1CCCC(=O)O.Cl. Cell line: IGROV1. Synergy scores: CSS=0.474, Synergy_ZIP=0.265, Synergy_Bliss=1.04, Synergy_Loewe=0.737, Synergy_HSA=0.273. (7) Drug 1: CC1OCC2C(O1)C(C(C(O2)OC3C4COC(=O)C4C(C5=CC6=C(C=C35)OCO6)C7=CC(=C(C(=C7)OC)O)OC)O)O. Drug 2: C1CN(CCN1C(=O)CCBr)C(=O)CCBr. Cell line: SNB-19. Synergy scores: CSS=31.6, Synergy_ZIP=-0.997, Synergy_Bliss=2.47, Synergy_Loewe=-0.922, Synergy_HSA=4.20. (8) Drug 1: C1CCC(CC1)NC(=O)N(CCCl)N=O. Drug 2: CC(C1=C(C=CC(=C1Cl)F)Cl)OC2=C(N=CC(=C2)C3=CN(N=C3)C4CCNCC4)N. Cell line: HOP-92. Synergy scores: CSS=23.2, Synergy_ZIP=-9.46, Synergy_Bliss=-3.87, Synergy_Loewe=-2.65, Synergy_HSA=-2.43.